Task: Regression/Classification. Given a drug SMILES string, predict its absorption, distribution, metabolism, or excretion properties. Task type varies by dataset: regression for continuous measurements (e.g., permeability, clearance, half-life) or binary classification for categorical outcomes (e.g., BBB penetration, CYP inhibition). Dataset: cyp2d6_veith.. Dataset: CYP2D6 inhibition data for predicting drug metabolism from PubChem BioAssay (1) The result is 0 (non-inhibitor). The compound is CC(=O)Nc1nc2ccc(Br)cc2s1. (2) The molecule is CC(=O)c1cc2c(cc1N/C=C\c1nnnn1-c1ccc(Br)cc1)OCO2. The result is 1 (inhibitor). (3) The molecule is c1ncc(CC2CCNCC2)[nH]1. The result is 0 (non-inhibitor). (4) The molecule is Cc1nc(SCC(=O)Nc2c(C)n(C)n(-c3ccccc3)c2=O)nc(C)c1C. The result is 0 (non-inhibitor). (5) The drug is NNC(=O)c1cc2c(s1)CCCCCC2. The result is 0 (non-inhibitor).